Dataset: Peptide-MHC class I binding affinity with 185,985 pairs from IEDB/IMGT. Task: Regression. Given a peptide amino acid sequence and an MHC pseudo amino acid sequence, predict their binding affinity value. This is MHC class I binding data. (1) The peptide sequence is QPYPQPQPQY. The MHC is HLA-B51:01 with pseudo-sequence HLA-B51:01. The binding affinity (normalized) is 0.145. (2) The peptide sequence is CYGSLPQEHII. The MHC is Patr-A0901 with pseudo-sequence Patr-A0901. The binding affinity (normalized) is 0.0674. (3) The peptide sequence is LMRFITAETH. The MHC is HLA-A68:01 with pseudo-sequence HLA-A68:01. The binding affinity (normalized) is 0.245. (4) The MHC is HLA-A02:03 with pseudo-sequence HLA-A02:03. The binding affinity (normalized) is 0.210. The peptide sequence is NVTGFMEEEI. (5) The peptide sequence is KAMSTPFSL. The MHC is BoLA-HD6 with pseudo-sequence BoLA-HD6. The binding affinity (normalized) is 0.460. (6) The MHC is HLA-A11:01 with pseudo-sequence HLA-A11:01. The binding affinity (normalized) is 0.755. The peptide sequence is KLNGAMVEY.